This data is from Catalyst prediction with 721,799 reactions and 888 catalyst types from USPTO. The task is: Predict which catalyst facilitates the given reaction. (1) Reactant: [OH-:1].[Li+].C([N:6]1[C:14]2[C:9](=[C:10]([CH3:20])[C:11](CC([O-])=O)=[CH:12][C:13]=2[CH3:15])[CH:8]=[N:7]1)(=O)C.[Cl-].[NH4+]. Product: [CH3:20][C:10]1[C:11]([OH:1])=[CH:12][C:13]([CH3:15])=[C:14]2[C:9]=1[CH:8]=[N:7][NH:6]2. The catalyst class is: 111. (2) Reactant: [F:1][C:2]([F:23])([F:22])[C@@H:3]([OH:21])[CH2:4][N:5]1[CH2:10][CH2:9][CH2:8][CH:7]([C:11]2[CH:16]=[CH:15][CH:14]=[C:13]([C:17]([F:20])([F:19])[F:18])[CH:12]=2)[CH2:6]1.[Cl:24][C:25]1[CH:30]=[CH:29][C:28]([N:31]=[C:32]=[O:33])=[CH:27][CH:26]=1. Product: [F:23][C:2]([F:1])([F:22])[C@@H:3]([O:21][C:32](=[O:33])[NH:31][C:28]1[CH:29]=[CH:30][C:25]([Cl:24])=[CH:26][CH:27]=1)[CH2:4][N:5]1[CH2:10][CH2:9][CH2:8][CH:7]([C:11]2[CH:16]=[CH:15][CH:14]=[C:13]([C:17]([F:18])([F:19])[F:20])[CH:12]=2)[CH2:6]1. The catalyst class is: 10. (3) Reactant: [N+:1]([C:4]1[CH:13]=[CH:12][C:7]2[NH:8][C:9](=[O:11])[S:10][C:6]=2[CH:5]=1)([O-])=O. Product: [NH2:1][C:4]1[CH:13]=[CH:12][C:7]2[NH:8][C:9](=[O:11])[S:10][C:6]=2[CH:5]=1. The catalyst class is: 99. (4) Reactant: C([CH2:8][C:9]([CH3:20])([OH:19])[CH:10]([NH2:18])[CH2:11][C:12]1[CH:17]=[CH:16][CH:15]=[CH:14][CH:13]=1)(OC(C)(C)C)=O.[ClH:21]. Product: [ClH:21].[NH2:18][CH:10]([CH2:11][C:12]1[CH:13]=[CH:14][CH:15]=[CH:16][CH:17]=1)[C:9]([CH3:8])([OH:19])[CH3:20]. The catalyst class is: 13. (5) Reactant: [F:1][C:2]([F:20])([F:19])[O:3][C:4]1[CH:9]=[CH:8][CH:7]=[CH:6][C:5]=1[C:10]1[CH:11]=[C:12]([CH:16]=[CH:17][CH:18]=1)[C:13](O)=[O:14].C(N1C=CN=C1)([N:23]1C=CN=C1)=O.C([O-])(=O)C.[NH4+]. Product: [F:1][C:2]([F:20])([F:19])[O:3][C:4]1[CH:9]=[CH:8][CH:7]=[CH:6][C:5]=1[C:10]1[CH:11]=[C:12]([CH:16]=[CH:17][CH:18]=1)[C:13]([NH2:23])=[O:14]. The catalyst class is: 3. (6) Reactant: [CH2:1]([N:5]1[CH2:9][CH2:8][CH2:7][CH2:6]1)[CH2:2][CH2:3][CH3:4].[CH3:10][O:11][S:12]([C:15]([F:18])([F:17])[F:16])(=[O:14])=[O:13]. Product: [F:16][C:15]([F:18])([F:17])[S:12]([O-:14])(=[O:13])=[O:11].[CH2:1]([N+:5]1([CH3:10])[CH2:9][CH2:8][CH2:7][CH2:6]1)[CH2:2][CH2:3][CH3:4]. The catalyst class is: 11. (7) Reactant: C([Si](C)(C)[O:6][CH2:7][CH2:8][CH2:9][O:10][NH:11][C:12](=[O:29])[C:13]1[CH:18]=[CH:17][C:16]([F:19])=[CH:15][C:14]=1[NH:20][C:21]1[CH:26]=[CH:25][C:24]([I:27])=[CH:23][C:22]=1[CH3:28])(C)(C)C.OS(O)(=O)=O.O. Product: [F:19][C:16]1[CH:17]=[CH:18][C:13]([C:12]([NH:11][O:10][CH2:9][CH2:8][CH2:7][OH:6])=[O:29])=[C:14]([NH:20][C:21]2[CH:26]=[CH:25][C:24]([I:27])=[CH:23][C:22]=2[CH3:28])[CH:15]=1. The catalyst class is: 5.